From a dataset of Catalyst prediction with 721,799 reactions and 888 catalyst types from USPTO. Predict which catalyst facilitates the given reaction. (1) Reactant: [NH2:1][C:2]1[C:11]([I:12])=[C:10]([C:13]2[N:17]([CH3:18])[N:16]=[N:15][C:14]=2[CH3:19])[CH:9]=[C:8]2[C:3]=1[CH2:4][CH2:5][NH:6][C:7]2=[O:20].S(Cl)([Cl:24])(=O)=O. Product: [NH2:1][C:2]1[C:11]([I:12])=[C:10]([C:13]2[N:17]([CH3:18])[N:16]=[N:15][C:14]=2[CH3:19])[C:9]([Cl:24])=[C:8]2[C:3]=1[CH2:4][CH2:5][NH:6][C:7]2=[O:20]. The catalyst class is: 15. (2) Reactant: [Cl:1][C:2]1[CH:3]=[C:4]([OH:14])[CH:5]=[CH:6][C:7]=1[O:8][C:9]1[S:10][CH:11]=[CH:12][N:13]=1.[H-].[Na+].[CH2:17](I)[CH:18]([CH3:20])[CH3:19].O. The catalyst class is: 9. Product: [Cl:1][C:2]1[CH:3]=[C:4]([O:14][CH2:17][CH:18]([CH3:20])[CH3:19])[CH:5]=[CH:6][C:7]=1[O:8][C:9]1[S:10][CH:11]=[CH:12][N:13]=1. (3) Reactant: [CH3:1][O:2][C:3]1[CH:24]=[CH:23][C:6]([CH2:7][N:8]2[CH:17]=[C:16]3[C:10]([CH:11]([CH3:22])[CH2:12][CH2:13][C:14]4[S:20][C:19]([NH2:21])=[N:18][C:15]=43)=[N:9]2)=[CH:5][CH:4]=1.Cl[C:26]1[N:31]=[C:30]([CH3:32])[CH:29]=[CH:28][N:27]=1.CC1(C)C2C(=C(P(C3C=CC=CC=3)C3C=CC=CC=3)C=CC=2)OC2C(P(C3C=CC=CC=3)C3C=CC=CC=3)=CC=CC1=2.C([O-])([O-])=O.[Cs+].[Cs+]. Product: [CH3:1][O:2][C:3]1[CH:4]=[CH:5][C:6]([CH2:7][N:8]2[CH:17]=[C:16]3[C:10]([CH:11]([CH3:22])[CH2:12][CH2:13][C:14]4[S:20][C:19]([NH:21][C:26]5[N:31]=[C:30]([CH3:32])[CH:29]=[CH:28][N:27]=5)=[N:18][C:15]=43)=[N:9]2)=[CH:23][CH:24]=1. The catalyst class is: 62. (4) Reactant: [CH2:1]([O:8][CH2:9][C:10]1[CH:15]=[N+:14]([O-])[C:13]([CH3:17])=[C:12]2[O:18][C:19]([CH3:23])([CH3:22])[O:20][CH2:21][C:11]=12)[C:2]1[CH:7]=[CH:6][CH:5]=[CH:4][CH:3]=1.C(OC(Cl)=O)C(C)C.[F:32][C:33]1[CH:38]=[CH:37][C:36]([Mg]Br)=[CH:35][CH:34]=1. Product: [CH2:1]([O:8][CH2:9][C:10]1[C:15]([C:36]2[CH:37]=[CH:38][C:33]([F:32])=[CH:34][CH:35]=2)=[N:14][C:13]([CH3:17])=[C:12]2[O:18][C:19]([CH3:23])([CH3:22])[O:20][CH2:21][C:11]=12)[C:2]1[CH:7]=[CH:6][CH:5]=[CH:4][CH:3]=1. The catalyst class is: 305. (5) Reactant: [CH:1]1([C:4]2[CH:5]=[C:6]([OH:23])[CH:7]=[CH:8][C:9]=2[C:10]2[CH:15]=[CH:14][CH:13]=[C:12]([N:16]3C(C)=CC=C3C)[N:11]=2)[CH2:3][CH2:2]1.NO.Cl. Product: [NH2:16][C:12]1[N:11]=[C:10]([C:9]2[CH:8]=[CH:7][C:6]([OH:23])=[CH:5][C:4]=2[CH:1]2[CH2:3][CH2:2]2)[CH:15]=[CH:14][CH:13]=1. The catalyst class is: 14. (6) Reactant: C([O:8][C:9](=[O:34])[C@@H:10]([N:23]([CH2:31][CH2:32][CH3:33])[C:24]([O:26][C:27]([CH3:30])([CH3:29])[CH3:28])=[O:25])[CH2:11][CH2:12][C:13]1[N:17]([CH3:18])[C:16]2[CH:19]=[CH:20][CH:21]=[CH:22][C:15]=2[N:14]=1)C1C=CC=CC=1. Product: [C:27]([O:26][C:24]([N:23]([CH2:31][CH2:32][CH3:33])[C@@H:10]([CH2:11][CH2:12][C:13]1[N:17]([CH3:18])[C:16]2[CH:19]=[CH:20][CH:21]=[CH:22][C:15]=2[N:14]=1)[C:9]([OH:34])=[O:8])=[O:25])([CH3:30])([CH3:29])[CH3:28]. The catalyst class is: 178.